From a dataset of Forward reaction prediction with 1.9M reactions from USPTO patents (1976-2016). Predict the product of the given reaction. Given the reactants [CH2:1]([O:3][C:4](=[O:36])[N:5]([CH:12]([C:20]1[CH:25]=[CH:24][C:23]([O:26]CC2C=CC=CC=2)=[C:22]([O:34][CH3:35])[CH:21]=1)[CH2:13][C:14]1[CH:19]=[CH:18][CH:17]=[CH:16][CH:15]=1)CC(OC)OC)[CH3:2].[C:37](OCC)(=[O:39])C.CCCCCC, predict the reaction product. The product is: [CH2:1]([O:3][C:4](=[O:36])[NH:5][CH:12]([C:20]1[CH:25]=[CH:24][C:23]([OH:26])=[C:22]([O:34][CH3:35])[CH:21]=1)[CH2:13][C:14]1[CH:19]=[CH:18][CH:17]=[C:16]([O:39][CH3:37])[CH:15]=1)[CH3:2].